From a dataset of Forward reaction prediction with 1.9M reactions from USPTO patents (1976-2016). Predict the product of the given reaction. (1) Given the reactants [Cl:1][C:2]1[C:3](=[O:15])[N:4]([C:9]2[CH:14]=[CH:13][CH:12]=[CH:11][CH:10]=2)[N:5]=[CH:6][C:7]=1Cl.[OH-:16].[K+], predict the reaction product. The product is: [Cl:1][C:2]1[C:3](=[O:15])[N:4]([C:9]2[CH:14]=[CH:13][CH:12]=[CH:11][CH:10]=2)[N:5]=[CH:6][C:7]=1[OH:16]. (2) Given the reactants C(=O)([O-])[O-].[K+].[K+].[I-].[Na+].Cl[CH2:10][C:11]([O:13][CH:14]1[C:19]([CH3:21])([CH3:20])[CH2:18][O:17][C:15]1=[O:16])=[O:12].[C:22]([OH:27])(=[O:26])[C:23]([CH3:25])=[CH2:24], predict the reaction product. The product is: [C:22]([O:27][CH2:10][C:11]([O:13][CH:14]1[C:19]([CH3:21])([CH3:20])[CH2:18][O:17][C:15]1=[O:16])=[O:12])(=[O:26])[C:23]([CH3:25])=[CH2:24].